The task is: Predict the reaction yield, written as a fraction of the theoretical maximum amount of product (1.0 means a 100% yield; for example, 0.34 means a 34% yield).. This data is from Reaction yield outcomes from USPTO patents with 853,638 reactions. (1) The yield is 0.900. The reactants are [CH3:1][C:2]1[CH:7]=[C:6]([N+:8]([O-:10])=[O:9])[C:5]([O:11][CH2:12][CH3:13])=[CH:4][C:3]=1F.C([O-])([O-])=O.[K+].[K+].Cl.[CH3:22][S:23]([CH2:26][CH2:27][N:28]1[CH2:33][CH2:32][NH:31][CH2:30][CH2:29]1)(=[O:25])=[O:24]. The product is [CH3:1][C:2]1[CH:7]=[C:6]([N+:8]([O-:10])=[O:9])[C:5]([O:11][CH2:12][CH3:13])=[CH:4][C:3]=1[N:31]1[CH2:30][CH2:29][N:28]([CH2:27][CH2:26][S:23]([CH3:22])(=[O:24])=[O:25])[CH2:33][CH2:32]1. The catalyst is CS(C)=O.C(Cl)Cl. (2) The reactants are Br[C:2](Br)=[CH:3][CH2:4][CH:5]([N:8]1[CH:12]=[C:11]([C:13]2[C:14]3[CH:21]=[CH:20][N:19]([CH2:22][O:23][CH2:24][CH2:25][Si:26]([CH3:29])([CH3:28])[CH3:27])[C:15]=3[N:16]=[CH:17][N:18]=2)[CH:10]=[N:9]1)[CH2:6][CH3:7].C1COCC1.C([Li])CCC.O.Cl. The catalyst is CCCCCC. The product is [CH2:6]([CH:5]([N:8]1[CH:12]=[C:11]([C:13]2[C:14]3[CH:21]=[CH:20][N:19]([CH2:22][O:23][CH2:24][CH2:25][Si:26]([CH3:28])([CH3:29])[CH3:27])[C:15]=3[N:16]=[CH:17][N:18]=2)[CH:10]=[N:9]1)[CH2:4][C:3]#[CH:2])[CH3:7]. The yield is 0.800. (3) The reactants are [O:1]1[CH2:7][CH:2]1[C:3]([O:5][CH3:6])=[O:4].[C:8](=[O:10])=[O:9]. The catalyst is [Cl-].C([N+](C)(C)C)C1C=CC=CC=1.C(#N)C.[Zn+2].[Br-].[Br-]. The product is [CH3:6][O:5][C:3]([CH:2]1[CH2:7][O:1][C:8](=[O:9])[O:10]1)=[O:4]. The yield is 0.650. (4) The reactants are [CH3:1][C:2]1[CH:10]=[CH:9][C:8]([CH3:11])=[C:7]2[C:3]=1[CH2:4][CH2:5][C:6]2=O.[H-].[H-].[H-].[H-].[Li+].[Al+3].Cl.CC1C=CC(C)=C2C=1CCC2O.C1(C)C=CC(S(O)(=O)=O)=CC=1.C([O-])(O)=O.[Na+].[O-]S([O-])(=O)=O.[Na+].[Na+]. The catalyst is C(OCC)C.C1COCC1. The product is [CH3:1][C:2]1[CH:10]=[CH:9][C:8]([CH3:11])=[C:7]2[C:3]=1[CH:4]=[CH:5][CH2:6]2. The yield is 0.910. (5) The reactants are [CH3:1][O:2][C:3](=[O:22])[CH2:4][NH:5][C:6](=[O:21])[C:7]1[CH:12]=[CH:11][C:10]([O:13]CC2C=CC=CC=2)=[CH:9][CH:8]=1. The catalyst is CO.C1COCC1.[OH-].[Pd+2].[OH-].[C]. The product is [CH3:1][O:2][C:3](=[O:22])[CH2:4][NH:5][C:6](=[O:21])[C:7]1[CH:12]=[CH:11][C:10]([OH:13])=[CH:9][CH:8]=1. The yield is 0.850. (6) The reactants are [Cl:1][C:2]1[CH:3]=[C:4]([C:8]2[C:17]3[C:12](=[CH:13][CH:14]=[C:15]([C:18]([C:26]4[CH:33]=[CH:32][CH:31]=[CH:30][C:27]=4[CH:28]=O)([OH:25])[C:19]4[N:23]([CH3:24])[CH:22]=[N:21][CH:20]=4)[CH:16]=3)[N:11]([CH3:34])[C:10](=[O:35])[CH:9]=2)[CH:5]=[CH:6][CH:7]=1.[CH3:36][O:37][CH2:38][CH2:39][NH2:40].C(O)(=O)C.[BH3-]C#N.[Na+]. The catalyst is C(#N)C.CCOC(C)=O.O. The product is [Cl:1][C:2]1[CH:3]=[C:4]([C:8]2[C:17]3[C:12](=[CH:13][CH:14]=[C:15]([C:18]([OH:25])([C:26]4[CH:27]=[CH:28][C:31]([CH2:30][NH:40][CH2:39][CH2:38][O:37][CH3:36])=[CH:32][CH:33]=4)[C:19]4[N:23]([CH3:24])[CH:22]=[N:21][CH:20]=4)[CH:16]=3)[N:11]([CH3:34])[C:10](=[O:35])[CH:9]=2)[CH:5]=[CH:6][CH:7]=1. The yield is 0.0713. (7) The reactants are [CH2:1]([N:8]1[C:16]2[C:11](=[CH:12][C:13]([C:17]([O:19][CH3:20])=[O:18])=[CH:14][CH:15]=2)[C:10](Br)=[N:9]1)[C:2]1[CH:7]=[CH:6][CH:5]=[CH:4][CH:3]=1.[C:22](=O)([O-])[O-].[Cs+].[Cs+].C1(C)C=CC=CC=1. The catalyst is C1C=CC([P]([Pd]([P](C2C=CC=CC=2)(C2C=CC=CC=2)C2C=CC=CC=2)([P](C2C=CC=CC=2)(C2C=CC=CC=2)C2C=CC=CC=2)[P](C2C=CC=CC=2)(C2C=CC=CC=2)C2C=CC=CC=2)(C2C=CC=CC=2)C2C=CC=CC=2)=CC=1.O. The product is [CH2:1]([N:8]1[C:16]2[C:11](=[CH:12][C:13]([C:17]([O:19][CH3:20])=[O:18])=[CH:14][CH:15]=2)[C:10]([CH3:22])=[N:9]1)[C:2]1[CH:7]=[CH:6][CH:5]=[CH:4][CH:3]=1. The yield is 0.710. (8) The reactants are [NH2:1][C:2]1[C:3]2[C:10](Br)=[CH:9][N:8]([CH:12]3[CH2:17][CH2:16][N:15]([C:18]([O:20][C:21]([CH3:24])([CH3:23])[CH3:22])=[O:19])[CH2:14][CH2:13]3)[C:4]=2[N:5]=[CH:6][N:7]=1.[F:25][C:26]1[CH:31]=[CH:30][C:29]([F:32])=[CH:28][C:27]=1[CH2:33][C:34]([N:36]1[C:44]2[C:39](=[CH:40][C:41](B3OC(C)(C)C(C)(C)O3)=[CH:42][CH:43]=2)[CH2:38][CH2:37]1)=[O:35].C([O-])(O)=O.[Na+]. The catalyst is O1CCOCC1.C1C=CC([P]([Pd]([P](C2C=CC=CC=2)(C2C=CC=CC=2)C2C=CC=CC=2)([P](C2C=CC=CC=2)(C2C=CC=CC=2)C2C=CC=CC=2)[P](C2C=CC=CC=2)(C2C=CC=CC=2)C2C=CC=CC=2)(C2C=CC=CC=2)C2C=CC=CC=2)=CC=1. The product is [NH2:1][C:2]1[C:3]2[C:10]([C:41]3[CH:40]=[C:39]4[C:44](=[CH:43][CH:42]=3)[N:36]([C:34](=[O:35])[CH2:33][C:27]3[CH:28]=[C:29]([F:32])[CH:30]=[CH:31][C:26]=3[F:25])[CH2:37][CH2:38]4)=[CH:9][N:8]([CH:12]3[CH2:17][CH2:16][N:15]([C:18]([O:20][C:21]([CH3:24])([CH3:23])[CH3:22])=[O:19])[CH2:14][CH2:13]3)[C:4]=2[N:5]=[CH:6][N:7]=1. The yield is 0.780. (9) The reactants are [CH3:1][C:2]([CH3:9])([CH3:8])[C:3](=O)[CH2:4][C:5]#[N:6].Cl.[CH2:11]([O:18][C:19]1[CH:24]=[CH:23][C:22]([NH:25][NH2:26])=[CH:21][CH:20]=1)[C:12]1[CH:17]=[CH:16][CH:15]=[CH:14][CH:13]=1. No catalyst specified. The product is [CH2:11]([O:18][C:19]1[CH:20]=[CH:21][C:22]([N:25]2[C:5]([NH2:6])=[CH:4][C:3]([C:2]([CH3:9])([CH3:8])[CH3:1])=[N:26]2)=[CH:23][CH:24]=1)[C:12]1[CH:13]=[CH:14][CH:15]=[CH:16][CH:17]=1. The yield is 1.00.